Predict which catalyst facilitates the given reaction. From a dataset of Catalyst prediction with 721,799 reactions and 888 catalyst types from USPTO. (1) Reactant: [CH:1]1([C:7]([C:9]2[O:10][C:11]3[CH:19]=[CH:18][C:17]([F:20])=[CH:16][C:12]=3[C:13]=2[O:14][CH3:15])=[O:8])[CH2:6][CH2:5][CH2:4][CH2:3][CH2:2]1.[BH4-].[Na+]. Product: [CH:1]1([CH:7]([C:9]2[O:10][C:11]3[CH:19]=[CH:18][C:17]([F:20])=[CH:16][C:12]=3[C:13]=2[O:14][CH3:15])[OH:8])[CH2:2][CH2:3][CH2:4][CH2:5][CH2:6]1. The catalyst class is: 83. (2) Reactant: [CH3:1][O:2][P:3]([CH2:6][CH2:7][CH2:8][O:9][C:10]1[CH:15]=[CH:14][CH:13]=[CH:12][CH:11]=1)(Cl)=[O:4].[CH2:16]([O:23][C:24]1[CH:29]=[CH:28][C:27]([CH2:30][C@@H:31]([NH:34][C:35](=[O:48])[CH2:36][CH2:37][CH2:38][CH2:39][CH2:40][CH2:41][C:42]2[CH:47]=[CH:46][CH:45]=[CH:44][CH:43]=2)[CH2:32][OH:33])=[CH:26][CH:25]=1)[C:17]1[CH:22]=[CH:21][CH:20]=[CH:19][CH:18]=1.CCN(CC)CC. Product: [CH3:1][O:2][P@@:3]([CH2:6][CH2:7][CH2:8][O:9][C:10]1[CH:15]=[CH:14][CH:13]=[CH:12][CH:11]=1)(=[O:4])[O:33][CH2:32][CH:31]([NH:34][C:35](=[O:48])[CH2:36][CH2:37][CH2:38][CH2:39][CH2:40][CH2:41][C:42]1[CH:43]=[CH:44][CH:45]=[CH:46][CH:47]=1)[CH2:30][C:27]1[CH:28]=[CH:29][C:24]([O:23][CH2:16][C:17]2[CH:18]=[CH:19][CH:20]=[CH:21][CH:22]=2)=[CH:25][CH:26]=1. The catalyst class is: 1. (3) Reactant: CN(C=O)C.[Cl:6][C:7]1[CH:12]=[C:11]([Cl:13])[CH:10]=[CH:9][C:8]=1[OH:14].[Cl:15][C:16]1[CH:21]=[CH:20][CH:19]=[C:18](Cl)[N:17]=1.C(=O)([O-])[O-].[K+].[K+]. Product: [Cl:15][C:16]1[CH:21]=[CH:20][CH:19]=[C:18]([O:14][C:8]2[CH:9]=[CH:10][C:11]([Cl:13])=[CH:12][C:7]=2[Cl:6])[N:17]=1. The catalyst class is: 6. (4) Reactant: [F:1][CH2:2][C@@H:3]1[CH2:7][CH2:6][N:5]([CH2:8][CH2:9][O:10][C:11]2[CH:16]=[CH:15][C:14]([CH:17]3[C:26]([C:27]4[CH:32]=[CH:31][CH:30]=[C:29]([O:33]C5CCCCO5)[CH:28]=4)=[C:25]([CH3:40])[C:24]4[C:19](=[CH:20][CH:21]=[C:22]([O:41]C5CCCCO5)[CH:23]=4)[O:18]3)=[CH:13][CH:12]=2)[CH2:4]1. Product: [F:1][CH2:2][CH:3]1[CH2:7][CH2:6][N:5]([CH2:8][CH2:9][O:10][C:11]2[CH:16]=[CH:15][C:14]([C@@H:17]3[C:26]([C:27]4[CH:32]=[CH:31][CH:30]=[C:29]([OH:33])[CH:28]=4)=[C:25]([CH3:40])[C:24]4[C:19](=[CH:20][CH:21]=[C:22]([OH:41])[CH:23]=4)[O:18]3)=[CH:13][CH:12]=2)[CH2:4]1. The catalyst class is: 15.